This data is from Full USPTO retrosynthesis dataset with 1.9M reactions from patents (1976-2016). The task is: Predict the reactants needed to synthesize the given product. Given the product [Br:1][C:2]1[C:3]([F:9])=[CH:4][CH:5]=[C:6]([Cl:8])[C:7]=1[CH:17]([OH:19])[CH3:16], predict the reactants needed to synthesize it. The reactants are: [Br:1][C:2]1[CH:7]=[C:6]([Cl:8])[CH:5]=[CH:4][C:3]=1[F:9].BrC1[C:16]([CH:17]([OH:19])C)=C(Cl)C(F)=CC=1.